The task is: Predict the reactants needed to synthesize the given product.. This data is from Full USPTO retrosynthesis dataset with 1.9M reactions from patents (1976-2016). (1) Given the product [CH3:12][C:9]1[C:8]([C:23]([C:29]2[CH:30]=[CH:31][C:32]([C:33]([O:35][CH2:36][CH3:37])=[O:34])=[CH:38][CH:39]=2)=[CH:24][Si:25]([CH3:28])([CH3:27])[CH3:26])=[CH:7][C:6]2[C:5](=[O:14])[CH2:4][CH2:3][C:2]([CH3:15])([CH3:1])[C:11]=2[CH:10]=1, predict the reactants needed to synthesize it. The reactants are: [CH3:1][C:2]1([CH3:15])[C:11]2[C:6](=[CH:7][C:8](Br)=[C:9]([CH3:12])[CH:10]=2)[C:5](=[O:14])[CH2:4][CH2:3]1.[Cl-].[Li+].C([Sn](CCCC)(CCCC)[C:23]([C:29]1[CH:39]=[CH:38][C:32]([C:33]([O:35][CH2:36][CH3:37])=[O:34])=[CH:31][CH:30]=1)=[CH:24][Si:25]([CH3:28])([CH3:27])[CH3:26])CCC. (2) The reactants are: Cl[C:2]1[N:7]=[C:6]([C:8]2[C:9]([C:19]3[CH:20]=[C:21]([NH:25][C:26](=[O:35])[C:27]4[C:32]([F:33])=[CH:31][CH:30]=[CH:29][C:28]=4[F:34])[CH:22]=[CH:23][CH:24]=3)=[N:10][N:11]3[C:16]([O:17][CH3:18])=[CH:15][CH:14]=[CH:13][C:12]=23)[CH:5]=[CH:4][N:3]=1.[F:36][C:37]([F:46])([F:45])[C:38]1[CH:39]=[C:40]([CH:42]=[CH:43][CH:44]=1)[NH2:41]. Given the product [F:34][C:28]1[CH:29]=[CH:30][CH:31]=[C:32]([F:33])[C:27]=1[C:26]([NH:25][C:21]1[CH:22]=[CH:23][CH:24]=[C:19]([C:9]2[C:8]([C:6]3[CH:5]=[CH:4][N:3]=[C:2]([NH:41][C:40]4[CH:42]=[CH:43][CH:44]=[C:38]([C:37]([F:36])([F:45])[F:46])[CH:39]=4)[N:7]=3)=[C:12]3[CH:13]=[CH:14][CH:15]=[C:16]([O:17][CH3:18])[N:11]3[N:10]=2)[CH:20]=1)=[O:35], predict the reactants needed to synthesize it.